This data is from NCI-60 drug combinations with 297,098 pairs across 59 cell lines. The task is: Regression. Given two drug SMILES strings and cell line genomic features, predict the synergy score measuring deviation from expected non-interaction effect. (1) Drug 1: CCCS(=O)(=O)NC1=C(C(=C(C=C1)F)C(=O)C2=CNC3=C2C=C(C=N3)C4=CC=C(C=C4)Cl)F. Drug 2: C1=CC(=CC=C1CCCC(=O)O)N(CCCl)CCCl. Cell line: T-47D. Synergy scores: CSS=29.9, Synergy_ZIP=-7.27, Synergy_Bliss=3.26, Synergy_Loewe=2.38, Synergy_HSA=2.65. (2) Drug 1: CC1=CC2C(CCC3(C2CCC3(C(=O)C)OC(=O)C)C)C4(C1=CC(=O)CC4)C. Drug 2: CCCS(=O)(=O)NC1=C(C(=C(C=C1)F)C(=O)C2=CNC3=C2C=C(C=N3)C4=CC=C(C=C4)Cl)F. Cell line: DU-145. Synergy scores: CSS=0.172, Synergy_ZIP=3.00, Synergy_Bliss=4.94, Synergy_Loewe=-1.62, Synergy_HSA=-0.717. (3) Drug 1: CC1=C(C(CCC1)(C)C)C=CC(=CC=CC(=CC(=O)O)C)C. Drug 2: CC1=C2C(C(=O)C3(C(CC4C(C3C(C(C2(C)C)(CC1OC(=O)C(C(C5=CC=CC=C5)NC(=O)C6=CC=CC=C6)O)O)OC(=O)C7=CC=CC=C7)(CO4)OC(=O)C)O)C)OC(=O)C. Cell line: NCI-H322M. Synergy scores: CSS=30.8, Synergy_ZIP=12.2, Synergy_Bliss=11.2, Synergy_Loewe=-6.64, Synergy_HSA=4.54. (4) Synergy scores: CSS=-4.88, Synergy_ZIP=-1.36, Synergy_Bliss=-6.87, Synergy_Loewe=-8.52, Synergy_HSA=-8.45. Drug 1: C1CCC(C1)C(CC#N)N2C=C(C=N2)C3=C4C=CNC4=NC=N3. Drug 2: C1=NC2=C(N=C(N=C2N1C3C(C(C(O3)CO)O)O)F)N. Cell line: MALME-3M. (5) Drug 2: C(CCl)NC(=O)N(CCCl)N=O. Synergy scores: CSS=9.08, Synergy_ZIP=-5.65, Synergy_Bliss=-2.94, Synergy_Loewe=-13.1, Synergy_HSA=-6.32. Drug 1: CN(CC1=CN=C2C(=N1)C(=NC(=N2)N)N)C3=CC=C(C=C3)C(=O)NC(CCC(=O)O)C(=O)O. Cell line: SF-295.